From a dataset of Peptide-MHC class I binding affinity with 185,985 pairs from IEDB/IMGT. Regression. Given a peptide amino acid sequence and an MHC pseudo amino acid sequence, predict their binding affinity value. This is MHC class I binding data. (1) The peptide sequence is ALLFLMSFT. The MHC is HLA-A68:02 with pseudo-sequence HLA-A68:02. The binding affinity (normalized) is 0.105. (2) The peptide sequence is LANFLCLLM. The MHC is HLA-B15:01 with pseudo-sequence HLA-B15:01. The binding affinity (normalized) is 0.336. (3) The peptide sequence is VYPTVTAPVV. The MHC is HLA-A24:02 with pseudo-sequence HLA-A24:02. The binding affinity (normalized) is 0.528.